Predict the reaction yield, written as a fraction of the theoretical maximum amount of product (1.0 means a 100% yield; for example, 0.34 means a 34% yield). From a dataset of Reaction yield outcomes from USPTO patents with 853,638 reactions. (1) The reactants are [H-].[Na+].[CH2:3]([N:10]([CH2:15][C@H:16]([OH:26])[CH2:17][O:18][CH2:19][C:20]1[CH:25]=[CH:24][CH:23]=[CH:22][CH:21]=1)[CH2:11][CH2:12][CH2:13]O)[C:4]1[CH:9]=[CH:8][CH:7]=[CH:6][CH:5]=1.C1(C)C=CC(S(C2NC=CN=2)(=O)=O)=CC=1. The catalyst is C1COCC1. The product is [CH2:3]([N:10]1[CH2:11][CH2:12][CH2:13][O:26][C@H:16]([CH2:17][O:18][CH2:19][C:20]2[CH:21]=[CH:22][CH:23]=[CH:24][CH:25]=2)[CH2:15]1)[C:4]1[CH:5]=[CH:6][CH:7]=[CH:8][CH:9]=1. The yield is 0.260. (2) The reactants are Br[C:2]1[CH:16]=[CH:15][C:5]([C:6]([C@@H:8]2[CH2:10][C@H:9]2[C:11]([O:13][CH3:14])=[O:12])=[O:7])=[CH:4][CH:3]=1.[NH2:17][C:18]1[CH:23]=[CH:22][C:21](B(O)O)=[CH:20][CH:19]=1.C([O-])([O-])=O.[Na+].[Na+].ClCCl. The catalyst is CCOC(C)=O.C1C=CC(P(C2C=CC=CC=2)[C-]2C=CC=C2)=CC=1.C1C=CC(P(C2C=CC=CC=2)[C-]2C=CC=C2)=CC=1.Cl[Pd]Cl.[Fe+2].CCO.C1(C)C=CC=CC=1. The product is [NH2:17][C:18]1[CH:23]=[CH:22][C:21]([C:2]2[CH:16]=[CH:15][C:5]([C:6]([C@@H:8]3[CH2:10][C@H:9]3[C:11]([O:13][CH3:14])=[O:12])=[O:7])=[CH:4][CH:3]=2)=[CH:20][CH:19]=1. The yield is 0.660. (3) The reactants are Br[C:2]1[CH:11]=[CH:10][CH:9]=[C:8]2[C:3]=1[CH2:4][CH2:5][N:6]([S:12]([NH:15][C:16]1[S:17][CH:18]=[N:19][N:20]=1)(=[O:14])=[O:13])[CH2:7]2.P([O-])([O-])([O-])=O.[K+].[K+].[K+].[F:29][C:30]1[CH:31]=[C:32](B(O)O)[CH:33]=[CH:34][C:35]=1[F:36].Cl.O1[CH2:46][CH2:45][O:44][CH2:43]C1. The catalyst is O. The product is [F:29][C:30]1[CH:31]=[C:32]([C:2]2[CH:3]=[CH:4][C:46]([C:2]3[CH:11]=[CH:10][CH:9]=[C:8]4[C:3]=3[CH2:4][CH2:5][N:6]([S:12]([NH:15][C:16]3[S:17][CH:18]=[N:19][N:20]=3)(=[O:14])=[O:13])[CH2:7]4)=[C:45]([O:44][CH3:43])[CH:11]=2)[CH:33]=[CH:34][C:35]=1[F:36]. The yield is 0.350. (4) The reactants are [Cl:1][C:2]1[N:7]=[C:6]([Cl:8])[CH:5]=[C:4]([C:9]2[O:10][CH:11]=[CH:12][CH:13]=2)[N:3]=1.[Br:14]N1C(=O)CCC1=O. The catalyst is CN(C=O)C.CCOC(C)=O. The product is [Br:14][C:11]1[O:10][C:9]([C:4]2[CH:5]=[C:6]([Cl:8])[N:7]=[C:2]([Cl:1])[N:3]=2)=[CH:13][CH:12]=1. The yield is 0.990. (5) The reactants are [CH3:1][C@H:2]([CH2:9][CH:10]=[O:11])[CH2:3][CH2:4][CH:5]=[C:6]([CH3:8])[CH3:7].C(N([CH2:17][CH3:18])CC)C.C([O:22][CH2:23][CH3:24])(=O)C. The catalyst is C(O)C.[Br-].C([N+]1C(C)=C(CCO)SC=1)C. The product is [OH:11][CH:10]([CH2:9][C@@H:2]([CH3:1])[CH2:3][CH2:4][CH:5]=[C:6]([CH3:7])[CH3:8])[C:23](=[O:22])[CH2:24][C@@H:17]([CH3:18])[CH2:5][CH2:4][CH:3]=[C:2]([CH3:9])[CH3:1]. The yield is 0.750. (6) The reactants are [Cl:1][C:2]1[CH:11]=[C:10]2[C:5]([CH:6]=[CH:7][C:8](/[CH:12]=[CH:13]/[C:14]3[CH:19]=[CH:18][CH:17]=[C:16]([CH:20]4[CH2:22][O:21]4)[CH:15]=3)=[N:9]2)=[CH:4][CH:3]=1.[OH:23][C:24]([C:27]1[CH:32]=[CH:31][CH:30]=[CH:29][C:28]=1[OH:33])([CH3:26])[CH3:25].C(=O)([O-])[O-].[K+].[K+].C(O)(=O)C. The catalyst is CN(C=O)C.O.C(OCC)(=O)C. The product is [Cl:1][C:2]1[CH:11]=[C:10]2[C:5]([CH:6]=[CH:7][C:8](/[CH:12]=[CH:13]/[C:14]3[CH:15]=[C:16]([CH:20]([OH:21])[CH2:22][O:33][C:28]4[CH:29]=[CH:30][CH:31]=[CH:32][C:27]=4[C:24]([OH:23])([CH3:26])[CH3:25])[CH:17]=[CH:18][CH:19]=3)=[N:9]2)=[CH:4][CH:3]=1. The yield is 0.460.